From a dataset of Forward reaction prediction with 1.9M reactions from USPTO patents (1976-2016). Predict the product of the given reaction. (1) The product is: [OH:4][C:5]1[CH:14]=[CH:13][C:12]2[O:11][C@H:10]([C:15]3[CH:16]=[CH:17][C:18]([OH:21])=[CH:19][CH:20]=3)[C@@H:9]3[CH2:25][C@H:26]([O:28][C:29](=[O:31])[CH3:30])[CH2:27][C@@H:8]3[C:7]=2[CH:6]=1. Given the reactants COC[O:4][C:5]1[CH:14]=[CH:13][C:12]2[O:11][CH:10]([C:15]3[CH:20]=[CH:19][C:18]([O:21]COC)=[CH:17][CH:16]=3)[CH:9]3[CH2:25][CH:26]([O:28][C:29](=[O:31])[CH3:30])[CH2:27][CH:8]3[C:7]=2[CH:6]=1.Cl.CCOC(C)=O.CCOC(C)=O.CCCCCC, predict the reaction product. (2) Given the reactants [CH2:1]([O:3][C:4]([C:6]1[C:7]([NH2:25])=[C:8](C(OC(C)(C)C)=O)[N:9]([C:11]2[CH:16]=[CH:15][CH:14]=[C:13]([F:17])[CH:12]=2)[CH:10]=1)=[O:5])[CH3:2].[CH2:26]([N:28]=[C:29]=[O:30])[CH3:27], predict the reaction product. The product is: [CH2:1]([O:3][C:4]([C:6]1[C:7]([NH:25][C:29]([NH:28][CH2:26][CH3:27])=[O:30])=[CH:8][N:9]([C:11]2[CH:16]=[CH:15][CH:14]=[C:13]([F:17])[CH:12]=2)[CH:10]=1)=[O:5])[CH3:2]. (3) Given the reactants O[Li].O.[CH:4]1([C:7]#[C:8][C:9]2[O:13][N:12]=[C:11]([CH2:14][CH2:15][C@@:16]([CH3:26])([S:22]([CH3:25])(=[O:24])=[O:23])[C:17]([O:19]CC)=[O:18])[CH:10]=2)[CH2:6][CH2:5]1, predict the reaction product. The product is: [CH:4]1([C:7]#[C:8][C:9]2[O:13][N:12]=[C:11]([CH2:14][CH2:15][C@@:16]([CH3:26])([S:22]([CH3:25])(=[O:23])=[O:24])[C:17]([OH:19])=[O:18])[CH:10]=2)[CH2:5][CH2:6]1. (4) Given the reactants Cl.[NH2:2][C:3]1[CH:8]=[C:7]([C:9]([F:12])([F:11])[F:10])[CH:6]=[CH:5][C:4]=1[SH:13].[CH3:14][O:15][C:16](OC)([O:21]C)[C:17](OC)=O, predict the reaction product. The product is: [F:12][C:9]([F:10])([F:11])[C:7]1[CH:6]=[CH:5][C:4]2[S:13][C:17]([C:16]([O:15][CH3:14])=[O:21])=[N:2][C:3]=2[CH:8]=1. (5) Given the reactants Cl.[Br:2][C:3]1[CH:8]=[CH:7][C:6]([N:9]2[C:13]([CH2:14][C@@H:15]3[CH2:19][CH2:18][NH:17][CH2:16]3)=[N:12][NH:11][C:10]2=[O:20])=[C:5]([F:21])[CH:4]=1.C(N(CC)C(C)C)(C)C.[C:31](Cl)(=[O:34])[CH2:32][CH3:33], predict the reaction product. The product is: [Br:2][C:3]1[CH:8]=[CH:7][C:6]([N:9]2[C:13]([CH2:14][C@@H:15]3[CH2:19][CH2:18][N:17]([C:31](=[O:34])[CH2:32][CH3:33])[CH2:16]3)=[N:12][NH:11][C:10]2=[O:20])=[C:5]([F:21])[CH:4]=1. (6) Given the reactants [NH:1]([C:3]1[N:8]=[CH:7][N:6]=[C:5]([OH:9])[CH:4]=1)[NH2:2].N(C1NC=NC(=O)C=1)N.[C:19]1(=O)[CH2:25][CH2:24][CH2:23][CH2:22][CH2:21][CH2:20]1, predict the reaction product. The product is: [C:19]1(=[N:2][NH:1][C:3]2[N:8]=[CH:7][N:6]=[C:5]([OH:9])[CH:4]=2)[CH2:25][CH2:24][CH2:23][CH2:22][CH2:21][CH2:20]1. (7) Given the reactants P(Cl)(Cl)([Cl:3])=O.CN(C)C(=O)C.O.[Cl:13][C:14]1[CH:38]=[CH:37][C:36]([Cl:39])=[CH:35][C:15]=1[C:16]([C:18]1[CH:34]=[CH:33][C:21]([O:22][C:23]2[CH:28]=[CH:27][C:26]([S:29](O)(=[O:31])=[O:30])=[CH:25][CH:24]=2)=[CH:20][CH:19]=1)=[O:17], predict the reaction product. The product is: [Cl:13][C:14]1[CH:38]=[CH:37][C:36]([Cl:39])=[CH:35][C:15]=1[C:16]([C:18]1[CH:34]=[CH:33][C:21]([O:22][C:23]2[CH:28]=[CH:27][C:26]([S:29]([Cl:3])(=[O:31])=[O:30])=[CH:25][CH:24]=2)=[CH:20][CH:19]=1)=[O:17].